Dataset: Catalyst prediction with 721,799 reactions and 888 catalyst types from USPTO. Task: Predict which catalyst facilitates the given reaction. Reactant: C1(P(C2C=CC=CC=2)C2C=CC3C(=CC=CC=3)C=2C2C3C(=CC=CC=3)C=CC=2P(C2C=CC=CC=2)C2C=CC=CC=2)C=CC=CC=1.C(=O)([O-])[O-].[Cs+].[Cs+].[CH3:53][C@@H:54]1[CH2:59][NH:58][CH2:57][CH2:56][NH:55]1.[Cl:60][C:61]1[C:62](OS(C(F)(F)C(F)(F)C(F)(F)C(F)(F)F)(=O)=O)=[C:63]2[C:67](=[CH:68][CH:69]=1)[N:66]([S:70]([C:73]1[CH:78]=[CH:77][CH:76]=[C:75]([Cl:79])[CH:74]=1)(=[O:72])=[O:71])[CH:65]=[CH:64]2. Product: [Cl:60][C:61]1[C:62]([N:58]2[CH2:57][CH2:56][NH:55][C@H:54]([CH3:53])[CH2:59]2)=[C:63]2[C:67](=[CH:68][CH:69]=1)[N:66]([S:70]([C:73]1[CH:78]=[CH:77][CH:76]=[C:75]([Cl:79])[CH:74]=1)(=[O:72])=[O:71])[CH:65]=[CH:64]2. The catalyst class is: 160.